The task is: Predict the reactants needed to synthesize the given product.. This data is from Full USPTO retrosynthesis dataset with 1.9M reactions from patents (1976-2016). (1) Given the product [CH3:31][O:32][C:33](=[O:37])[CH2:34][CH2:35][NH:36][C:26]([C:24]1[S:25][C:21]([CH:19]([O:18][C:14]2[CH:13]=[C:12]([CH3:29])[C:11]([C:8]3[CH:7]=[CH:6][C:5]([C:1]([CH3:3])([CH3:4])[CH3:2])=[CH:10][CH:9]=3)=[C:16]([CH3:17])[CH:15]=2)[CH3:20])=[CH:22][CH:23]=1)=[O:27], predict the reactants needed to synthesize it. The reactants are: [C:1]([C:5]1[CH:10]=[CH:9][C:8]([C:11]2[C:16]([CH3:17])=[CH:15][C:14]([O:18][CH:19]([C:21]3[S:25][C:24]([C:26](O)=[O:27])=[CH:23][CH:22]=3)[CH3:20])=[CH:13][C:12]=2[CH3:29])=[CH:7][CH:6]=1)([CH3:4])([CH3:3])[CH3:2].Cl.[CH3:31][O:32][C:33](=[O:37])[CH2:34][CH2:35][NH2:36].O.ON1C2C=CC=CC=2N=N1.C(N(CC)C(C)C)(C)C.Cl.CN(C)CCCN=C=NCC. (2) Given the product [CH2:1]([O:8][C@@H:9]1[C@@H:16]([O:17][CH2:18][C:19]2[CH:20]=[CH:21][CH:22]=[CH:23][CH:24]=2)[C@H:15]([OH:25])[C@@H:14]([CH2:26][O:27][Si:48]([C:44]([CH3:47])([CH3:46])[CH3:45])([C:56]2[CH:57]=[CH:58][CH:59]=[CH:60][CH:61]=2)[C:50]2[CH:55]=[CH:54][CH:53]=[CH:52][CH:51]=2)[O:13][C@@H:10]1[O:11][CH3:12])[C:2]1[CH:7]=[CH:6][CH:5]=[CH:4][CH:3]=1, predict the reactants needed to synthesize it. The reactants are: [CH2:1]([O:8][C@@H:9]1[C@@H:16]([O:17][CH2:18][C:19]2[CH:24]=[CH:23][CH:22]=[CH:21][CH:20]=2)[C@H:15]([OH:25])[C@@H:14]([CH2:26][OH:27])[O:13][C@@H:10]1[O:11][CH3:12])[C:2]1[CH:7]=[CH:6][CH:5]=[CH:4][CH:3]=1.C(N(CC)CC)C.CN(C1C=CC=CN=1)C.[C:44]([Si:48]([C:56]1[CH:61]=[CH:60][CH:59]=[CH:58][CH:57]=1)([C:50]1[CH:55]=[CH:54][CH:53]=[CH:52][CH:51]=1)Cl)([CH3:47])([CH3:46])[CH3:45].